Dataset: Catalyst prediction with 721,799 reactions and 888 catalyst types from USPTO. Task: Predict which catalyst facilitates the given reaction. Reactant: C([O-])([O-])=O.[K+].[K+].Cl[C:8]1[N:9]=[C:10]([O:22][CH3:23])[C:11](=[O:21])[N:12]([C:14]2[CH:19]=[CH:18][C:17]([F:20])=[CH:16][CH:15]=2)[CH:13]=1. Product: [F:20][C:17]1[CH:16]=[CH:15][C:14]([N:12]2[CH:13]=[CH:8][N:9]=[C:10]([O:22][CH3:23])[C:11]2=[O:21])=[CH:19][CH:18]=1. The catalyst class is: 19.